This data is from Forward reaction prediction with 1.9M reactions from USPTO patents (1976-2016). The task is: Predict the product of the given reaction. (1) Given the reactants [Si:1]([O:8][CH2:9][C:10]1[N:11]([CH3:33])[C:12]2[C:17]([CH:18]=1)=[CH:16][C:15]1[CH:19]([OH:32])[CH:20]=[CH:21][CH2:22][CH2:23][N:24]([C:25]([O:27][C:28]([CH3:31])([CH3:30])[CH3:29])=[O:26])[C:14]=1[CH:13]=2)([C:4]([CH3:7])([CH3:6])[CH3:5])([CH3:3])[CH3:2], predict the reaction product. The product is: [Si:1]([O:8][CH2:9][C:10]1[N:11]([CH3:33])[C:12]2[C:17]([CH:18]=1)=[CH:16][C:15]1[C:19](=[O:32])[CH:20]=[CH:21][CH2:22][CH2:23][N:24]([C:25]([O:27][C:28]([CH3:31])([CH3:30])[CH3:29])=[O:26])[C:14]=1[CH:13]=2)([C:4]([CH3:7])([CH3:5])[CH3:6])([CH3:3])[CH3:2]. (2) Given the reactants [CH:1]1([C:6]2[C:7]([O:15][CH2:16][C:17]([F:20])([F:19])[F:18])=[N:8][CH:9]=[C:10]([CH:14]=2)[C:11]([OH:13])=O)[CH2:5][CH2:4][CH2:3][CH2:2]1.[CH:21]1([C:24]2[S:25][CH:26]=[C:27]([CH2:29][NH2:30])[N:28]=2)[CH2:23][CH2:22]1, predict the reaction product. The product is: [CH:1]1([C:6]2[C:7]([O:15][CH2:16][C:17]([F:20])([F:19])[F:18])=[N:8][CH:9]=[C:10]([CH:14]=2)[C:11]([NH:30][CH2:29][C:27]2[N:28]=[C:24]([CH:21]3[CH2:23][CH2:22]3)[S:25][CH:26]=2)=[O:13])[CH2:2][CH2:3][CH2:4][CH2:5]1. (3) Given the reactants [F:1][C:2]([F:25])([F:24])[O:3][C:4]1[CH:9]=[CH:8][C:7]([N:10]2[CH:14]=[N:13][C:12]([C:15]3[CH:20]=[CH:19][C:18]([CH:21]([OH:23])[CH3:22])=[CH:17][CH:16]=3)=[N:11]2)=[CH:6][CH:5]=1.C(N(CC)CC)C.N1C=CC=CC=1.S(=O)(=O)=O, predict the reaction product. The product is: [F:25][C:2]([F:1])([F:24])[O:3][C:4]1[CH:5]=[CH:6][C:7]([N:10]2[CH:14]=[N:13][C:12]([C:15]3[CH:20]=[CH:19][C:18]([C:21](=[O:23])[CH3:22])=[CH:17][CH:16]=3)=[N:11]2)=[CH:8][CH:9]=1. (4) Given the reactants [OH:1][CH2:2][CH2:3][C@@H:4]1[NH:18][C:17](=[O:19])[N:16]([CH3:20])[CH2:15][CH2:14][CH2:13][CH2:12][CH:11]=[CH:10][C@H:9]2[C@@:7]([C:21]([O:23][CH2:24][CH3:25])=[O:22])([CH2:8]2)[NH:6][C:5]1=[O:26].[CH2:27]([N:34]1[CH:38]=[C:37]([C:39]2[CH:48]=[C:47](O)[C:46]3[C:41](=[C:42]([CH3:52])[C:43]([O:50][CH3:51])=[CH:44][CH:45]=3)[N:40]=2)[CH:36]=[N:35]1)[C:28]1[CH:33]=[CH:32][CH:31]=[CH:30][CH:29]=1.C(C1N=C(C2C=C(OCC[C@@H]3NC(=O)N(C)CCCCC=C[C@H]4[C@@](C(OCC)=O)(C4)NC3=O)C3C(=C(C)C(OC)=CC=3)N=2)SC=1)(C)C, predict the reaction product. The product is: [CH3:51][O:50][C:43]1[C:42]([CH3:52])=[C:41]2[C:46]([C:47]([O:1][CH2:2][CH2:3][C@@H:4]3[NH:18][C:17](=[O:19])[N:16]([CH3:20])[CH2:15][CH2:14][CH2:13][CH2:12][CH:11]=[CH:10][C@H:9]4[C@@:7]([C:21]([O:23][CH2:24][CH3:25])=[O:22])([CH2:8]4)[NH:6][C:5]3=[O:26])=[CH:48][C:39]([C:37]3[CH:36]=[N:35][N:34]([CH2:27][C:28]4[CH:33]=[CH:32][CH:31]=[CH:30][CH:29]=4)[CH:38]=3)=[N:40]2)=[CH:45][CH:44]=1. (5) Given the reactants [C:1]([C:3]1[CH:8]=[CH:7][C:6]([CH:9]2[C:18]3[C:17](=[O:19])[CH2:16][CH2:15][CH2:14][C:13]=3[N:12]([C:20]3[CH:25]=[CH:24][CH:23]=[C:22]([C:26]([F:29])([F:28])[F:27])[CH:21]=3)[C:11](=[O:30])[N:10]2[CH2:31][C:32]([OH:34])=[O:33])=[CH:5][CH:4]=1)#[N:2].C(C1C=CC([C@@H]2C3C(=O)CCCC=3N(C3C=CC=C(C(F)(F)F)C=3)C(=O)N2CC(OC)=O)=CC=1)#N, predict the reaction product. The product is: [C:1]([C:3]1[CH:4]=[CH:5][C:6]([C@@H:9]2[C:18]3[C:17](=[O:19])[CH2:16][CH2:15][CH2:14][C:13]=3[N:12]([C:20]3[CH:25]=[CH:24][CH:23]=[C:22]([C:26]([F:28])([F:29])[F:27])[CH:21]=3)[C:11](=[O:30])[N:10]2[CH2:31][C:32]([OH:34])=[O:33])=[CH:7][CH:8]=1)#[N:2].